From a dataset of Forward reaction prediction with 1.9M reactions from USPTO patents (1976-2016). Predict the product of the given reaction. Given the reactants Cl[C:2]1[C:11]2[C:6](=[CH:7][C:8]([OH:14])=[C:9]([O:12][CH3:13])[CH:10]=2)[N:5]=[CH:4][N:3]=1.[NH2:15][C:16]1[S:17][C:18]2[CH:24]=[C:23]([NH:25][C:26]([NH:28][C:29]3[CH:34]=[CH:33][C:32]([Cl:35])=[C:31]([C:36]([F:39])([F:38])[F:37])[CH:30]=3)=[O:27])[CH:22]=[CH:21][C:19]=2[N:20]=1, predict the reaction product. The product is: [Cl:35][C:32]1[CH:33]=[CH:34][C:29]([NH:28][C:26]([NH:25][C:23]2[CH:22]=[CH:21][C:19]3[N:20]=[C:16]([NH:15][C:2]4[C:11]5[C:6](=[CH:7][C:8]([OH:14])=[C:9]([O:12][CH3:13])[CH:10]=5)[N:5]=[CH:4][N:3]=4)[S:17][C:18]=3[CH:24]=2)=[O:27])=[CH:30][C:31]=1[C:36]([F:38])([F:37])[F:39].